Dataset: Full USPTO retrosynthesis dataset with 1.9M reactions from patents (1976-2016). Task: Predict the reactants needed to synthesize the given product. (1) Given the product [CH:37]1([S:34]([C:31]2[CH:32]=[CH:33][C:28]([CH:18]([O:19][CH:20]3[CH2:25][CH2:24][O:43][CH2:22][CH2:21]3)[C:17]([NH:16][C:14]3[S:15][C:11]([O:10][C:7]4[CH:6]=[CH:5][C:4]([C:3]([OH:2])=[O:41])=[CH:9][CH:8]=4)=[CH:12][N:13]=3)=[O:40])=[CH:29][CH:30]=2)(=[O:36])=[O:35])[CH2:38][CH2:39]1, predict the reactants needed to synthesize it. The reactants are: C[O:2][C:3](=[O:41])[C:4]1[CH:9]=[CH:8][C:7]([O:10][C:11]2[S:15][C:14]([NH:16][C:17](=[O:40])[CH:18]([C:28]3[CH:33]=[CH:32][C:31]([S:34]([CH:37]4[CH2:39][CH2:38]4)(=[O:36])=[O:35])=[CH:30][CH:29]=3)[O:19][C:20]3[CH:25]=[CH:24]C(F)=[CH:22][C:21]=3F)=[N:13][CH:12]=2)=[CH:6][CH:5]=1.[Li+].[OH-:43]. (2) Given the product [CH2:17]([O:9][CH2:10][CH:11]1[O:15][C:14](=[O:16])[CH2:13][CH2:12]1)[C:18]1[CH:23]=[CH:22][CH:21]=[CH:20][CH:19]=1, predict the reactants needed to synthesize it. The reactants are: FC(F)(F)S(O)(=O)=O.[OH:9][CH2:10][CH:11]1[O:15][C:14](=[O:16])[CH2:13][CH2:12]1.[CH2:17](OC1N=C(O[CH2:17][C:18]2[CH:23]=[CH:22][CH:21]=[CH:20][CH:19]=2)N=C(O[CH2:17][C:18]2[CH:23]=[CH:22][CH:21]=[CH:20][CH:19]=2)N=1)[C:18]1[CH:23]=[CH:22][CH:21]=[CH:20][CH:19]=1.C(=O)([O-])O.[Na+].